Dataset: Peptide-MHC class I binding affinity with 185,985 pairs from IEDB/IMGT. Task: Regression. Given a peptide amino acid sequence and an MHC pseudo amino acid sequence, predict their binding affinity value. This is MHC class I binding data. (1) The peptide sequence is DRFFKTLRA. The MHC is HLA-B35:03 with pseudo-sequence HLA-B35:03. The binding affinity (normalized) is 0. (2) The peptide sequence is MTYLDGHPV. The MHC is HLA-A68:23 with pseudo-sequence HLA-A68:23. The binding affinity (normalized) is 1.00. (3) The peptide sequence is LEMQHLISL. The binding affinity (normalized) is 0.213. The MHC is HLA-B45:06 with pseudo-sequence HLA-B45:06. (4) The peptide sequence is VSEVKTLSSY. The MHC is HLA-A33:01 with pseudo-sequence HLA-A33:01. The binding affinity (normalized) is 0.109. (5) The binding affinity (normalized) is 0.0173. The MHC is H-2-Kb with pseudo-sequence H-2-Kb. The peptide sequence is SAVPSHWVP. (6) The MHC is HLA-A68:02 with pseudo-sequence HLA-A68:02. The binding affinity (normalized) is 0.0847. The peptide sequence is CEALLADGL.